Dataset: NCI-60 drug combinations with 297,098 pairs across 59 cell lines. Task: Regression. Given two drug SMILES strings and cell line genomic features, predict the synergy score measuring deviation from expected non-interaction effect. (1) Drug 1: CN1CCC(CC1)COC2=C(C=C3C(=C2)N=CN=C3NC4=C(C=C(C=C4)Br)F)OC. Drug 2: CC1C(C(=O)NC(C(=O)N2CCCC2C(=O)N(CC(=O)N(C(C(=O)O1)C(C)C)C)C)C(C)C)NC(=O)C3=C4C(=C(C=C3)C)OC5=C(C(=O)C(=C(C5=N4)C(=O)NC6C(OC(=O)C(N(C(=O)CN(C(=O)C7CCCN7C(=O)C(NC6=O)C(C)C)C)C)C(C)C)C)N)C. Cell line: SF-539. Synergy scores: CSS=35.7, Synergy_ZIP=6.34, Synergy_Bliss=14.8, Synergy_Loewe=16.3, Synergy_HSA=15.6. (2) Drug 1: C1=CC(=C2C(=C1NCCNCCO)C(=O)C3=C(C=CC(=C3C2=O)O)O)NCCNCCO. Drug 2: COC1=NC(=NC2=C1N=CN2C3C(C(C(O3)CO)O)O)N. Cell line: HOP-92. Synergy scores: CSS=34.1, Synergy_ZIP=0.780, Synergy_Bliss=2.91, Synergy_Loewe=-12.3, Synergy_HSA=3.72. (3) Drug 1: CC1=C(C(=CC=C1)Cl)NC(=O)C2=CN=C(S2)NC3=CC(=NC(=N3)C)N4CCN(CC4)CCO. Drug 2: CCN(CC)CCCC(C)NC1=C2C=C(C=CC2=NC3=C1C=CC(=C3)Cl)OC. Cell line: PC-3. Synergy scores: CSS=31.7, Synergy_ZIP=-5.34, Synergy_Bliss=-3.45, Synergy_Loewe=-1.51, Synergy_HSA=1.96. (4) Drug 1: CC1=CC=C(C=C1)C2=CC(=NN2C3=CC=C(C=C3)S(=O)(=O)N)C(F)(F)F. Drug 2: C1CN1C2=NC(=NC(=N2)N3CC3)N4CC4. Cell line: M14. Synergy scores: CSS=18.5, Synergy_ZIP=-0.283, Synergy_Bliss=-0.857, Synergy_Loewe=-21.3, Synergy_HSA=-2.61. (5) Drug 1: C1=CC(=CC=C1CCCC(=O)O)N(CCCl)CCCl. Drug 2: CN(C(=O)NC(C=O)C(C(C(CO)O)O)O)N=O. Cell line: CCRF-CEM. Synergy scores: CSS=30.9, Synergy_ZIP=-6.86, Synergy_Bliss=-11.9, Synergy_Loewe=-35.6, Synergy_HSA=-11.3. (6) Drug 1: C#CCC(CC1=CN=C2C(=N1)C(=NC(=N2)N)N)C3=CC=C(C=C3)C(=O)NC(CCC(=O)O)C(=O)O. Drug 2: COCCOC1=C(C=C2C(=C1)C(=NC=N2)NC3=CC=CC(=C3)C#C)OCCOC.Cl. Cell line: HCT116. Synergy scores: CSS=-2.65, Synergy_ZIP=-0.00815, Synergy_Bliss=-3.32, Synergy_Loewe=-1.07, Synergy_HSA=-6.44.